Task: Predict the product of the given reaction.. Dataset: Forward reaction prediction with 1.9M reactions from USPTO patents (1976-2016) (1) Given the reactants Cl[C:2]1[C:11]2=[N:12][N:13](CC3C=CC(OC)=CC=3)[C:14]([CH3:15])=[C:10]2[C:9]2[CH:8]=[CH:7][CH:6]=[CH:5][C:4]=2[N:3]=1.[CH3:25][O:26][C:27]1[CH:28]=[C:29]([CH:31]=[CH:32][C:33]=1[O:34][CH3:35])[NH2:30].Cl, predict the reaction product. The product is: [CH3:25][O:26][C:27]1[CH:28]=[C:29]([NH:30][C:2]2[C:11]3=[N:12][NH:13][C:14]([CH3:15])=[C:10]3[C:9]3[CH:8]=[CH:7][CH:6]=[CH:5][C:4]=3[N:3]=2)[CH:31]=[CH:32][C:33]=1[O:34][CH3:35]. (2) Given the reactants CC1C2C(=C(B3OC(C)(C)C(C)(C)O3)C=CC=2)NC=1.[OH:20][CH2:21][C:22]1[C:35]2[C:26](=[CH:27][C:28]3[C:33]([CH:34]=2)=[C:32]([CH2:36][OH:37])[CH:31]=[CH:30][CH:29]=3)[CH:25]=[CH:24][CH:23]=1, predict the reaction product. The product is: [C:22]1([CH:21]=[O:20])[C:35]2[C:26](=[CH:27][C:28]3[C:33]([CH:34]=2)=[C:32]([CH:36]=[O:37])[CH:31]=[CH:30][CH:29]=3)[CH:25]=[CH:24][CH:23]=1.